From a dataset of Full USPTO retrosynthesis dataset with 1.9M reactions from patents (1976-2016). Predict the reactants needed to synthesize the given product. Given the product [C:1]1([C:7]2[N:12]=[C:11]([C:13]3[S:18][C:17]4[CH:19]=[CH:20][CH:21]=[CH:22][C:16]=4[C:15](=[O:23])[N:14]=3)[CH:10]=[CH:9][CH:8]=2)[CH:2]=[CH:3][CH:4]=[CH:5][CH:6]=1, predict the reactants needed to synthesize it. The reactants are: [C:1]1([C:7]2[N:12]=[C:11]([C:13]#[N:14])[CH:10]=[CH:9][CH:8]=2)[CH:6]=[CH:5][CH:4]=[CH:3][CH:2]=1.[C:15](OC)(=[O:23])[C:16]1[C:17](=[CH:19][CH:20]=[CH:21][CH:22]=1)[SH:18].C(N(CC)CC)C.